This data is from Reaction yield outcomes from USPTO patents with 853,638 reactions. The task is: Predict the reaction yield, written as a fraction of the theoretical maximum amount of product (1.0 means a 100% yield; for example, 0.34 means a 34% yield). (1) The reactants are [N:1]1[CH:6]=[CH:5][C:4]([NH:7][C:8]([C:10]2[NH:11][C:12]3[C:17]([C:18]=2[C:19]2[CH:24]=[CH:23][CH:22]=[CH:21][CH:20]=2)=[CH:16][C:15]([N:25]=[CH:26][C:27]2[CH:32]=[CH:31][C:30]([C:33]([CH3:36])([CH3:35])[CH3:34])=[CH:29][CH:28]=2)=[CH:14][CH:13]=3)=[O:9])=[CH:3][CH:2]=1.[BH4-].[Na+].O. The catalyst is CO. The product is [N:1]1[CH:6]=[CH:5][C:4]([NH:7][C:8]([C:10]2[NH:11][C:12]3[C:17]([C:18]=2[C:19]2[CH:24]=[CH:23][CH:22]=[CH:21][CH:20]=2)=[CH:16][C:15]([NH:25][CH2:26][C:27]2[CH:28]=[CH:29][C:30]([C:33]([CH3:36])([CH3:35])[CH3:34])=[CH:31][CH:32]=2)=[CH:14][CH:13]=3)=[O:9])=[CH:3][CH:2]=1. The yield is 0.710. (2) The reactants are CO[C:3]1[CH:4]=[CH:5][C:6]2[N:10]=[N:9][N:8]([CH2:11][CH2:12][CH2:13][CH2:14]Cl)[C:7]=2[CH:16]=1.[F:17][C:18]([F:32])([F:31])[C:19]1[CH:20]=[C:21]([CH:25]2[CH2:30][CH2:29][NH:28][CH2:27][CH2:26]2)[CH:22]=[CH:23][CH:24]=1.C(N(C(C)C)CC)(C)C.[I-].[K+]. The catalyst is C(#N)C. The product is [N:8]1([CH2:11][CH2:12][CH2:13][CH2:14][N:28]2[CH2:29][CH2:30][CH:25]([C:21]3[CH:22]=[CH:23][CH:24]=[C:19]([C:18]([F:17])([F:31])[F:32])[CH:20]=3)[CH2:26][CH2:27]2)[C:7]2[CH:16]=[CH:3][CH:4]=[CH:5][C:6]=2[N:10]=[N:9]1. The yield is 0.646. (3) The reactants are [C:1](#[N:8])[C:2]1[CH:7]=[CH:6][CH:5]=[CH:4][CH:3]=1.[NH2:9][OH:10]. The catalyst is CCO. The product is [OH:10][N:9]=[C:1]([NH2:8])[C:2]1[CH:7]=[CH:6][CH:5]=[CH:4][CH:3]=1. The yield is 1.00. (4) The reactants are F[C:2]1[CH:7]=[CH:6][C:5]([C:8]2[O:9][C:10]3[CH:16]=[CH:15][CH:14]=[CH:13][C:11]=3[N:12]=2)=[CH:4][C:3]=1[N+:17]([O-])=O.C(=O)([O-])O.[Na+].[C:25]12([NH2:35])[CH2:34][CH:29]3[CH2:30][CH:31]([CH2:33][CH:27]([CH2:28]3)[CH2:26]1)[CH2:32]2.[H][H]. The catalyst is C(O)C.[C].[Pd].O1CCCC1.O. The product is [C:25]12([NH:35][C:2]3[CH:7]=[CH:6][C:5]([C:8]4[O:9][C:10]5[CH:16]=[CH:15][CH:14]=[CH:13][C:11]=5[N:12]=4)=[CH:4][C:3]=3[NH2:17])[CH2:32][CH:31]3[CH2:30][CH:29]([CH2:28][CH:27]([CH2:33]3)[CH2:26]1)[CH2:34]2. The yield is 0.160. (5) The reactants are [Br:1][C:2](Br)=[CH:3][C:4]1[CH:5]=[C:6]([CH2:11][C:12]([O:14][CH3:15])=[O:13])[CH:7]=[CH:8][C:9]=1[OH:10].[O-]P([O-])([O-])=O.[K+].[K+].[K+].O. The catalyst is C1COCC1.[Cu]I. The product is [Br:1][C:2]1[O:10][C:9]2[CH:8]=[CH:7][C:6]([CH2:11][C:12]([O:14][CH3:15])=[O:13])=[CH:5][C:4]=2[CH:3]=1. The yield is 0.730. (6) The reactants are [CH2:1]([O:8][C:9]([N:11]1[CH2:17][CH:16]2[CH:18]([C:19]3[CH:24]=[CH:23][CH:22]=[C:21](OS(C(F)(F)F)(=O)=O)[CH:20]=3)[CH:13]([CH2:14][CH2:15]2)[CH2:12]1)=[O:10])[C:2]1[CH:7]=[CH:6][CH:5]=[CH:4][CH:3]=1.C(=[NH:46])(C1C=CC=CC=1)C1C=CC=CC=1.C(=O)([O-])[O-].[Cs+].[Cs+].C1C=CC(P(C2C(C3C(P(C4C=CC=CC=4)C4C=CC=CC=4)=CC=C4C=3C=CC=C4)=C3C(C=CC=C3)=CC=2)C2C=CC=CC=2)=CC=1.Cl.C([O-])(O)=O.[Na+]. The catalyst is C1COCC1.C([O-])(=O)C.[Pd+2].C([O-])(=O)C. The product is [CH2:1]([O:8][C:9]([N:11]1[CH2:17][CH:16]2[CH:18]([C:19]3[CH:24]=[CH:23][CH:22]=[C:21]([NH2:46])[CH:20]=3)[CH:13]([CH2:14][CH2:15]2)[CH2:12]1)=[O:10])[C:2]1[CH:7]=[CH:6][CH:5]=[CH:4][CH:3]=1. The yield is 0.570. (7) The reactants are [Cl:1][C:2]1[CH:3]=[C:4]2[C:10]([C:11]3[CH:12]=[N:13][CH:14]=[N:15][CH:16]=3)=[C:9](I)[NH:8][C:5]2=[N:6][CH:7]=1.[CH3:18][O:19][CH:20]([CH2:25][O:26][C:27]1[CH:32]=[CH:31][C:30](B2OC(C)(C)C(C)(C)O2)=[CH:29][CH:28]=1)[CH2:21][N:22]([CH3:24])[CH3:23]. No catalyst specified. The product is [Cl:1][C:2]1[CH:3]=[C:4]2[C:10]([C:11]3[CH:12]=[N:13][CH:14]=[N:15][CH:16]=3)=[C:9]([C:30]3[CH:31]=[CH:32][C:27]([O:26][CH2:25][CH:20]([O:19][CH3:18])[CH2:21][N:22]([CH3:24])[CH3:23])=[CH:28][CH:29]=3)[NH:8][C:5]2=[N:6][CH:7]=1. The yield is 0.260.